Task: Predict the reactants needed to synthesize the given product.. Dataset: Full USPTO retrosynthesis dataset with 1.9M reactions from patents (1976-2016) The reactants are: Br[CH2:2]C1C=CC(F)=CC=1.Br.Br[CH2:12][C:13]1[CH:18]=[CH:17][N:16]=[CH:15][CH:14]=1.[O:19]=[C:20]1[NH:24][CH2:23][CH2:22][N:21]1[C:25]1[CH:26]=[C:27]([CH:31]=[CH:32][N:33]=1)[C:28]([O-:30])=[O:29]. Given the product [O:19]=[C:20]1[N:24]([CH2:12][C:13]2[CH:18]=[CH:17][N:16]=[CH:15][CH:14]=2)[CH2:23][CH2:22][N:21]1[C:25]1[CH:26]=[C:27]([CH:31]=[CH:32][N:33]=1)[C:28]([O:30][CH3:2])=[O:29], predict the reactants needed to synthesize it.